Dataset: Forward reaction prediction with 1.9M reactions from USPTO patents (1976-2016). Task: Predict the product of the given reaction. (1) Given the reactants [CH:1]1([C:7](=O)[CH2:8][C:9]#[N:10])[CH2:6][CH2:5][CH2:4][CH2:3][CH2:2]1.[NH2:12][OH:13], predict the reaction product. The product is: [NH2:10][C:9]1[O:13][N:12]=[C:7]([CH:1]2[CH2:6][CH2:5][CH2:4][CH2:3][CH2:2]2)[CH:8]=1. (2) Given the reactants [CH2:1]([C:3]1[C:8]([C:9]([OH:11])=O)=[CH:7][N:6]=[C:5]([S:12][CH3:13])[N:4]=1)[CH3:2].CN(C)C=O.C(Cl)(=O)C(Cl)=O.C[C:26]1[CH:31]=[CH:30][C:29]([OH:32])=[C:28]([NH2:33])[C:27]=1[CH3:34], predict the reaction product. The product is: [CH2:1]([C:3]1[C:8]([C:9]([NH:33][C:28]2[C:27]([CH3:34])=[CH:26][CH:31]=[CH:30][C:29]=2[OH:32])=[O:11])=[CH:7][N:6]=[C:5]([S:12][CH3:13])[N:4]=1)[CH3:2]. (3) Given the reactants Br[C:2]1[C:10]2[C:9]([NH:11][C@H:12]([C:14]3[N:19]([C:20]4[CH:25]=[CH:24][CH:23]=[CH:22][CH:21]=4)[C:18](=[O:26])[C:17]4=[C:27]([CH3:30])[CH:28]=[CH:29][N:16]4[N:15]=3)[CH3:13])=[N:8][CH:7]=[N:6][C:5]=2[N:4]([CH2:31][O:32][CH2:33][CH2:34][Si:35]([CH3:38])([CH3:37])[CH3:36])[CH:3]=1.CC1(C)C(C)(C)OB([C:47]2[CH:52]=[CH:51][N:50]=[C:49]([NH2:53])[CH:48]=2)O1.C(=O)([O-])[O-].[Na+].[Na+], predict the reaction product. The product is: [NH2:53][C:49]1[CH:48]=[C:47]([C:2]2[C:10]3[C:9]([NH:11][C@H:12]([C:14]4[N:19]([C:20]5[CH:25]=[CH:24][CH:23]=[CH:22][CH:21]=5)[C:18](=[O:26])[C:17]5=[C:27]([CH3:30])[CH:28]=[CH:29][N:16]5[N:15]=4)[CH3:13])=[N:8][CH:7]=[N:6][C:5]=3[N:4]([CH2:31][O:32][CH2:33][CH2:34][Si:35]([CH3:38])([CH3:37])[CH3:36])[CH:3]=2)[CH:52]=[CH:51][N:50]=1. (4) Given the reactants Br[C:2]1[CH:3]=[C:4]([C:8]2[C:17]3[C:12](=[CH:13][C:14]([Cl:19])=[C:15]([CH3:18])[CH:16]=3)[O:11][C:10](=[O:20])[C:9]=2[CH2:21][C:22]([NH:24][C:25]2[CH:30]=[CH:29][C:28]([F:31])=[CH:27][C:26]=2[C:32]([F:35])([F:34])[F:33])=[O:23])[CH:5]=[CH:6][CH:7]=1.CN(C)C=O.[C:41]([O:45][CH2:46][CH2:47][CH2:48][CH3:49])(=[O:44])[CH:42]=[CH2:43].C([O-])(=O)C.[Na+], predict the reaction product. The product is: [Cl:19][C:14]1[CH:13]=[C:12]2[C:17]([C:8]([C:4]3[CH:3]=[C:2](/[CH:43]=[CH:42]/[C:41]([O:45][CH2:46][CH2:47][CH2:48][CH3:49])=[O:44])[CH:7]=[CH:6][CH:5]=3)=[C:9]([CH2:21][C:22]([NH:24][C:25]3[CH:30]=[CH:29][C:28]([F:31])=[CH:27][C:26]=3[C:32]([F:35])([F:33])[F:34])=[O:23])[C:10](=[O:20])[O:11]2)=[CH:16][C:15]=1[CH3:18]. (5) Given the reactants C([O:5][C:6]([NH:8][C@@H:9]([C@H:21]([CH3:29])[CH2:22][CH:23]([CH3:28])[CH2:24][CH2:25][CH:26]=[CH2:27])[C:10]([N:12]1[CH2:16][C@H:15]([OH:17])[CH2:14][C@H:13]1[C:18](O)=[O:19])=[O:11])=[O:7])(C)(C)C.CN(C(ON1N=N[C:40]2[CH:41]=[CH:42]C=N[C:39]1=2)=[N+](C)C)C.F[P-](F)(F)(F)(F)F.CCN(C(C)C)C(C)C.Cl.[NH2:64][C@:65]1([C:70]([NH:72][S:73]([C:76]2([CH2:79][F:80])[CH2:78][CH2:77]2)(=[O:75])=[O:74])=[O:71])[CH2:67][C@H:66]1[CH:68]=[CH2:69], predict the reaction product. The product is: [F:80][CH2:79][C:76]1([S:73]([NH:72][C:70]([C@@:65]2([NH:64][C:18]([C@@H:13]3[CH2:14][C@@H:15]([OH:17])[CH2:16][N:12]3[C:10](=[O:11])[C@@H:9]([NH:8][C:6](=[O:7])[O:5][CH2:39][CH2:40][CH2:41][CH3:42])[C@H:21]([CH3:29])[CH2:22][CH:23]([CH3:28])[CH2:24][CH2:25][CH:26]=[CH2:27])=[O:19])[CH2:67][C@H:66]2[CH:68]=[CH2:69])=[O:71])(=[O:75])=[O:74])[CH2:78][CH2:77]1. (6) Given the reactants [C:1]([N:4]1[C:13]2[C:8](=[CH:9][C:10]([C:14]([OH:16])=O)=[CH:11][CH:12]=2)[C@H:7]([NH:17][C:18]2[CH:23]=[CH:22][CH:21]=[C:20]([CH3:24])[N:19]=2)[C@@H:6]([CH3:25])[C@@H:5]1[CH:26]1[CH2:28][CH2:27]1)(=[O:3])[CH3:2].CN(C(ON1N=NC2[CH:40]=[CH:41][CH:42]=[N:43][C:38]1=2)=[N+](C)C)C.F[P-](F)(F)(F)(F)F.N1CCCC1.CCN(C(C)C)C(C)C, predict the reaction product. The product is: [CH:26]1([C@H:5]2[C@H:6]([CH3:25])[C@@H:7]([NH:17][C:18]3[CH:23]=[CH:22][CH:21]=[C:20]([CH3:24])[N:19]=3)[C:8]3[C:13](=[CH:12][CH:11]=[C:10]([C:14]([N:43]4[CH2:42][CH2:41][CH2:40][CH2:38]4)=[O:16])[CH:9]=3)[N:4]2[C:1](=[O:3])[CH3:2])[CH2:27][CH2:28]1. (7) Given the reactants [CH3:1][C:2]1[C:3]2[CH:10]=[CH:9][NH:8][C:4]=2[N:5]=[CH:6][N:7]=1.[F:11][C:12]1[C:17]([CH:18]=[O:19])=[C:16]([F:20])[CH:15]=[CH:14][C:13]=1[NH:21][S:22]([CH2:25][CH2:26][CH3:27])(=[O:24])=[O:23].[OH-].[K+], predict the reaction product. The product is: [F:11][C:12]1[C:17]([CH:18]([OH:19])[C:10]2[C:3]3[C:2]([CH3:1])=[N:7][CH:6]=[N:5][C:4]=3[NH:8][CH:9]=2)=[C:16]([F:20])[CH:15]=[CH:14][C:13]=1[NH:21][S:22]([CH2:25][CH2:26][CH3:27])(=[O:24])=[O:23].